From a dataset of NCI-60 drug combinations with 297,098 pairs across 59 cell lines. Regression. Given two drug SMILES strings and cell line genomic features, predict the synergy score measuring deviation from expected non-interaction effect. (1) Drug 1: C1=NC2=C(N=C(N=C2N1C3C(C(C(O3)CO)O)O)F)N. Drug 2: CN(CCCl)CCCl.Cl. Cell line: K-562. Synergy scores: CSS=34.0, Synergy_ZIP=-8.65, Synergy_Bliss=-1.75, Synergy_Loewe=-5.55, Synergy_HSA=-2.88. (2) Drug 1: CN1C(=O)N2C=NC(=C2N=N1)C(=O)N. Drug 2: C1=NC(=NC(=O)N1C2C(C(C(O2)CO)O)O)N. Cell line: HCT116. Synergy scores: CSS=40.1, Synergy_ZIP=-1.59, Synergy_Bliss=-2.02, Synergy_Loewe=-38.3, Synergy_HSA=-2.73. (3) Drug 1: CCC1=C2CN3C(=CC4=C(C3=O)COC(=O)C4(CC)O)C2=NC5=C1C=C(C=C5)O. Drug 2: C1=NC2=C(N1)C(=S)N=CN2. Cell line: SF-295. Synergy scores: CSS=64.7, Synergy_ZIP=-3.78, Synergy_Bliss=-1.20, Synergy_Loewe=-17.8, Synergy_HSA=1.76.